Task: Predict the product of the given reaction.. Dataset: Forward reaction prediction with 1.9M reactions from USPTO patents (1976-2016) (1) Given the reactants Cl[C:2]1[N:11]=[CH:10][CH:9]=[C:8]2[C:3]=1[C:4]1[CH:19]=[C:18]([F:20])[CH:17]=[CH:16][C:5]=1[C:6]([O:12][CH:13]([CH3:15])[CH3:14])=[N:7]2.[OH-].[K+].C(P(C(C)(C)C)C1C=CC=CC=1C1C(CCC)=CC(CCC)=CC=1CCC)(C)(C)C.[O:53]1CCOCC1, predict the reaction product. The product is: [F:20][C:18]1[CH:17]=[CH:16][C:5]2[C:6]([O:12][CH:13]([CH3:15])[CH3:14])=[N:7][C:8]3[CH:9]=[CH:10][NH:11][C:2](=[O:53])[C:3]=3[C:4]=2[CH:19]=1. (2) Given the reactants [Br:1][C:2]1[CH:11]=[CH:10][C:5]([C:6]([O:8][CH3:9])=[O:7])=[CH:4][C:3]=1[OH:12].C(=O)([O-])[O-].[K+].[K+].Br[CH2:20][C:21]([CH3:23])=[CH2:22], predict the reaction product. The product is: [Br:1][C:2]1[CH:11]=[CH:10][C:5]([C:6]([O:8][CH3:9])=[O:7])=[CH:4][C:3]=1[O:12][CH2:22][C:21]([CH3:23])=[CH2:20]. (3) Given the reactants [Cl:1][C:2]1[C:3]([N:11]2[CH:21]=[C:14]3[C:15](Cl)=[N:16][CH:17]=[C:18]([F:19])[C:13]3=[N:12]2)=[C:4]([CH:7]=[C:8]([F:10])[CH:9]=1)[C:5]#[N:6].[Br:22][Si](C)(C)C, predict the reaction product. The product is: [Br:22][C:15]1[C:14]2=[CH:21][N:11]([C:3]3[C:2]([Cl:1])=[CH:9][C:8]([F:10])=[CH:7][C:4]=3[C:5]#[N:6])[N:12]=[C:13]2[C:18]([F:19])=[CH:17][N:16]=1. (4) Given the reactants [O:1]=[S:2]1(=[O:16])[C:6]2[CH:7]=[CH:8][CH:9]=[CH:10][C:5]=2[C:4]2[CH:11]=[C:12]([NH2:15])[CH:13]=[CH:14][C:3]1=2.C(N(CC)CC)C.[C:24](Cl)(=[O:28])[CH:25]([CH3:27])[CH3:26], predict the reaction product. The product is: [O:1]=[S:2]1(=[O:16])[C:6]2[CH:7]=[CH:8][CH:9]=[CH:10][C:5]=2[C:4]2[CH:11]=[C:12]([NH:15][C:24]([CH:25]([CH3:27])[CH3:26])=[O:28])[CH:13]=[CH:14][C:3]1=2. (5) Given the reactants [F:1][C:2]1[CH:11]=[C:10]2[C:5]([CH2:6][CH2:7][CH2:8][O:9]2)=[CH:4][C:3]=1B1OC(C)(C)C(C)(C)O1.[C:21]([O:25][C@@H:26]([C:31]1[C:32](I)=[C:33]2[CH:40]=[CH:39][N:38]([CH2:41][C:42]3[CH:47]=[CH:46][C:45]([F:48])=[C:44]([F:49])[CH:43]=3)[C:34]2=[N:35][C:36]=1[CH3:37])[C:27]([O:29]C)=[O:28])([CH3:24])([CH3:23])[CH3:22], predict the reaction product. The product is: [C:21]([O:25][C@@H:26]([C:31]1[C:32]([C:3]2[CH:4]=[C:5]3[C:10](=[CH:11][C:2]=2[F:1])[O:9][CH2:8][CH2:7][CH2:6]3)=[C:33]2[CH:40]=[CH:39][N:38]([CH2:41][C:42]3[CH:47]=[CH:46][C:45]([F:48])=[C:44]([F:49])[CH:43]=3)[C:34]2=[N:35][C:36]=1[CH3:37])[C:27]([OH:29])=[O:28])([CH3:24])([CH3:22])[CH3:23]. (6) The product is: [CH2:34]([S:36]([C:39]1[CH:44]=[CH:43][C:42]([C:2]2[C:3]([NH:14][C:15]3[C:24]4[C:19](=[CH:20][C:21]([F:26])=[CH:22][C:23]=4[F:25])[N:18]=[C:17]([C:27]4[CH:32]=[CH:31][CH:30]=[CH:29][N:28]=4)[C:16]=3[CH3:33])=[CH:4][C:5]([N:8]3[CH2:13][CH2:12][O:11][CH2:10][CH2:9]3)=[N:6][CH:7]=2)=[CH:41][CH:40]=1)(=[O:37])=[O:38])[CH3:35]. Given the reactants Br[C:2]1[C:3]([NH:14][C:15]2[C:24]3[C:19](=[CH:20][C:21]([F:26])=[CH:22][C:23]=3[F:25])[N:18]=[C:17]([C:27]3[CH:32]=[CH:31][CH:30]=[CH:29][N:28]=3)[C:16]=2[CH3:33])=[CH:4][C:5]([N:8]2[CH2:13][CH2:12][O:11][CH2:10][CH2:9]2)=[N:6][CH:7]=1.[CH2:34]([S:36]([C:39]1[CH:44]=[CH:43][C:42](B(O)O)=[CH:41][CH:40]=1)(=[O:38])=[O:37])[CH3:35].C1(P(C2CCCCC2)C2CCCCC2)CCCCC1.[O-]P([O-])([O-])=O.[K+].[K+].[K+], predict the reaction product.